From a dataset of Forward reaction prediction with 1.9M reactions from USPTO patents (1976-2016). Predict the product of the given reaction. (1) Given the reactants C[Si]([N-][Si](C)(C)C)(C)C.[Li+].[Br:11][C:12]1[CH:17]=[CH:16][C:15]([CH2:18][C:19]([O:21][CH2:22][C:23]2[CH:28]=[CH:27][CH:26]=[CH:25][CH:24]=2)=[O:20])=[CH:14][CH:13]=1.[C:29]([O:33][C:34](=[O:37])[CH2:35]Br)([CH3:32])([CH3:31])[CH3:30].[Cl-].[NH4+], predict the reaction product. The product is: [Br:11][C:12]1[CH:13]=[CH:14][C:15]([CH:18]([CH2:35][C:34]([O:33][C:29]([CH3:32])([CH3:31])[CH3:30])=[O:37])[C:19]([O:21][CH2:22][C:23]2[CH:24]=[CH:25][CH:26]=[CH:27][CH:28]=2)=[O:20])=[CH:16][CH:17]=1. (2) Given the reactants [CH3:1][N:2]1[CH2:7][CH2:6][N:5]([C:8]([C:10]2[CH:17]=[CH:16][C:13]([CH:14]=O)=[CH:12][CH:11]=2)=[O:9])[CH2:4][CH2:3]1.[NH:18]1[CH2:23][CH2:22][O:21][CH2:20][CH2:19]1.C(O[BH-](OC(=O)C)OC(=O)C)(=O)C.[Na+].[OH-].[Na+].C1(N)C(F)=C(F)C(F)=C(N)C=1F.[ClH:52].Cl.Cl, predict the reaction product. The product is: [ClH:52].[ClH:52].[CH3:1][N:2]1[CH2:7][CH2:6][N:5]([C:8]([C:10]2[CH:17]=[CH:16][C:13]([CH2:14][N:18]3[CH2:23][CH2:22][O:21][CH2:20][CH2:19]3)=[CH:12][CH:11]=2)=[O:9])[CH2:4][CH2:3]1. (3) Given the reactants C(C1N(CC2C=CC(C3C=CC=CC=3C3NN=NN=3)=CC=2)C(C(O)=O)=C(Cl)N=1)CCC.[CH2:32]([C:36]1[N:37]([CH2:45][C:46]2[CH:51]=[CH:50][C:49]([C:52]3[CH:57]=[CH:56][CH:55]=[CH:54][C:53]=3[C:58]3[N:62]([C:63]([C:76]4[CH:81]=[CH:80][CH:79]=[CH:78][CH:77]=4)([C:70]4[CH:75]=[CH:74][CH:73]=[CH:72][CH:71]=4)[C:64]4[CH:69]=[CH:68][CH:67]=[CH:66][CH:65]=4)[N:61]=[N:60][N:59]=3)=[CH:48][CH:47]=2)[C:38]([C:42]([OH:44])=[O:43])=[C:39]([Cl:41])[N:40]=1)[CH2:33][CH2:34][CH3:35].C1O[C@@H]2[C@H](O[N+]([O-])=O)CO[C@@H]2[C@H]1O.O[CH2:96][P:97](=[O:104])([O:101][CH2:102][CH3:103])[O:98][CH2:99][CH3:100], predict the reaction product. The product is: [CH2:32]([C:36]1[N:37]([CH2:45][C:46]2[CH:47]=[CH:48][C:49]([C:52]3[CH:57]=[CH:56][CH:55]=[CH:54][C:53]=3[C:58]3[N:62]([C:63]([C:70]4[CH:71]=[CH:72][CH:73]=[CH:74][CH:75]=4)([C:64]4[CH:65]=[CH:66][CH:67]=[CH:68][CH:69]=4)[C:76]4[CH:81]=[CH:80][CH:79]=[CH:78][CH:77]=4)[N:61]=[N:60][N:59]=3)=[CH:50][CH:51]=2)[C:38]([C:42]([O:44][CH2:96][P:97]([O:101][CH2:102][CH3:103])([O:98][CH2:99][CH3:100])=[O:104])=[O:43])=[C:39]([Cl:41])[N:40]=1)[CH2:33][CH2:34][CH3:35]. (4) Given the reactants C[Si](Cl)(C)C.[Cl:6][C:7]1[CH:8]=[C:9]([NH:13][C:14](/[CH:16]=[CH:17]/[C:18]2[CH:19]=[CH:20][C:21]([O:43][CH3:44])=[C:22]([O:24][P:25](=[O:42])([O:34]CC3C=CC=CC=3)[O:26]CC3C=CC=CC=3)[CH:23]=2)=[O:15])[CH:10]=[CH:11][CH:12]=1.[Na+:45].[I-].C[O-].[Na+], predict the reaction product. The product is: [P:25]([O-:42])([O-:34])([O:24][C:22]1[CH:23]=[C:18](/[CH:17]=[CH:16]/[C:14]([NH:13][C:9]2[CH:10]=[CH:11][CH:12]=[C:7]([Cl:6])[CH:8]=2)=[O:15])[CH:19]=[CH:20][C:21]=1[O:43][CH3:44])=[O:26].[Na+:45].[Na+:45]. (5) Given the reactants [N:1]1[N:2]2[CH:8]([C:9]([O:11]CC3C=CC=CC=3)=[O:10])[CH2:7][CH2:6][C:3]2=[CH:4][CH:5]=1.[H][H], predict the reaction product. The product is: [N:1]1[N:2]2[CH:8]([C:9]([OH:11])=[O:10])[CH2:7][CH2:6][C:3]2=[CH:4][CH:5]=1. (6) Given the reactants [N:1]1([C:7]2[CH:12]=[CH:11][C:10]([NH:13][C:14]([C:16]3[O:17][C:18]4[C:23]([C:24](=[O:26])[CH:25]=3)=[CH:22][C:21]([O:27][CH3:28])=[CH:20][C:19]=4[N:29]3[CH2:34][CH2:33][N:32]([CH3:35])[CH2:31][CH2:30]3)=[O:15])=[CH:9][CH:8]=2)[CH2:6][CH2:5][NH:4][CH2:3][CH2:2]1.[N:36]1([C:42](Cl)=[O:43])[CH2:41][CH2:40][O:39][CH2:38][CH2:37]1, predict the reaction product. The product is: [N:36]1([C:42]([N:4]2[CH2:5][CH2:6][N:1]([C:7]3[CH:8]=[CH:9][C:10]([NH:13][C:14]([C:16]4[O:17][C:18]5[C:23]([C:24](=[O:26])[CH:25]=4)=[CH:22][C:21]([O:27][CH3:28])=[CH:20][C:19]=5[N:29]4[CH2:30][CH2:31][N:32]([CH3:35])[CH2:33][CH2:34]4)=[O:15])=[CH:11][CH:12]=3)[CH2:2][CH2:3]2)=[O:43])[CH2:41][CH2:40][O:39][CH2:38][CH2:37]1. (7) Given the reactants [CH2:1]([O:3][C:4]([C:6]1([NH:11][C:12]([CH:14]2[CH2:18][CH:17]([O:19][C:20]3[C:29]4[C:24](=[CH:25][C:26]([O:30][CH3:31])=[CH:27][CH:28]=4)[N:23]=[C:22]([C:32]4[CH:37]=[CH:36][CH:35]=[CH:34][CH:33]=4)[CH:21]=3)[CH2:16][NH:15]2)=[O:13])[CH2:8][CH:7]1[CH:9]=[CH2:10])=[O:5])[CH3:2].[CH3:38][O:39][C:40]([NH:42][CH:43]([C:47]([CH3:50])([CH3:49])[CH3:48])[C:44](O)=[O:45])=[O:41].CCN(C(C)C)C(C)C.C1C=CC2N(O)N=NC=2C=1.CN(C(ON1N=NC2C=CC=CC1=2)=[N+](C)C)C.F[P-](F)(F)(F)(F)F, predict the reaction product. The product is: [CH2:1]([O:3][C:4]([C:6]1([NH:11][C:12]([CH:14]2[CH2:18][CH:17]([O:19][C:20]3[C:29]4[C:24](=[CH:25][C:26]([O:30][CH3:31])=[CH:27][CH:28]=4)[N:23]=[C:22]([C:32]4[CH:33]=[CH:34][CH:35]=[CH:36][CH:37]=4)[CH:21]=3)[CH2:16][N:15]2[C:44](=[O:45])[CH:43]([NH:42][C:40]([O:39][CH3:38])=[O:41])[C:47]([CH3:50])([CH3:49])[CH3:48])=[O:13])[CH2:8][CH:7]1[CH:9]=[CH2:10])=[O:5])[CH3:2]. (8) Given the reactants [I:1][C:2]1[C:10]2[N:9]=[C:8]([C:11]3[CH:16]=[CH:15][C:14]([CH:17]([CH3:19])[CH3:18])=[CH:13][CH:12]=3)[NH:7][C:6]=2[C:5]([O:20][CH3:21])=[CH:4][CH:3]=1.Br[CH2:23][CH2:24][O:25][CH3:26], predict the reaction product. The product is: [I:1][C:2]1[C:10]2[N:9]=[C:8]([C:11]3[CH:16]=[CH:15][C:14]([CH:17]([CH3:19])[CH3:18])=[CH:13][CH:12]=3)[N:7]([CH2:23][CH2:24][O:25][CH3:26])[C:6]=2[C:5]([O:20][CH3:21])=[CH:4][CH:3]=1. (9) Given the reactants [Cl:1][C:2]1[CH:7]=[CH:6][C:5]([C:8]([CH3:23])([CH3:22])[C:9]([CH:11]([C:17]([O:19]CC)=O)[C:12]([O:14][CH2:15][CH3:16])=[O:13])=[O:10])=[C:4]([F:24])[CH:3]=1.O=P12OP3(OP(OP(O3)(O1)=O)(=O)O2)=O, predict the reaction product. The product is: [Cl:1][C:2]1[CH:7]=[C:6]2[C:5](=[C:4]([F:24])[CH:3]=1)[C:8]([CH3:22])([CH3:23])[C:9](=[O:10])[C:11]([C:12]([O:14][CH2:15][CH3:16])=[O:13])=[C:17]2[OH:19]. (10) Given the reactants [Cl:1][C:2]1[CH:17]=[C:16]([NH:18][C:19]2[C:20]3[N:27]([CH3:28])[CH:26]=[CH:25][C:21]=3[N:22]=[CH:23][N:24]=2)[CH:15]=[CH:14][C:3]=1[O:4][C:5]1[CH:6]=[C:7]([CH:11]=[CH:12][CH:13]=1)[C:8](O)=[O:9].[C:29]([NH2:33])([CH3:32])([CH3:31])[CH3:30].Cl.C(N=C=NCCCN(C)C)C.O.ON1C2C=CC=CC=2N=N1, predict the reaction product. The product is: [C:29]([NH:33][C:8](=[O:9])[C:7]1[CH:11]=[CH:12][CH:13]=[C:5]([O:4][C:3]2[CH:14]=[CH:15][C:16]([NH:18][C:19]3[C:20]4[N:27]([CH3:28])[CH:26]=[CH:25][C:21]=4[N:22]=[CH:23][N:24]=3)=[CH:17][C:2]=2[Cl:1])[CH:6]=1)([CH3:32])([CH3:31])[CH3:30].